This data is from Full USPTO retrosynthesis dataset with 1.9M reactions from patents (1976-2016). The task is: Predict the reactants needed to synthesize the given product. (1) Given the product [NH2:15][C:16]1[CH:21]=[CH:20][C:19]([O:22][C:2]2[CH:7]=[CH:6][N:5]=[C:4]3[CH:8]=[C:9]([C:11]([O:13][CH3:14])=[O:12])[S:10][C:3]=23)=[CH:18][C:17]=1[F:23], predict the reactants needed to synthesize it. The reactants are: Cl[C:2]1[CH:7]=[CH:6][N:5]=[C:4]2[CH:8]=[C:9]([C:11]([O:13][CH3:14])=[O:12])[S:10][C:3]=12.[NH2:15][C:16]1[CH:21]=[CH:20][C:19]([OH:22])=[CH:18][C:17]=1[F:23].C(=O)([O-])[O-].[Cs+].[Cs+].C(OCC)(=O)C. (2) Given the product [NH2:3][C:4]1[CH:5]=[CH:6][C:7]([S:59][CH:60]2[CH2:61][CH2:62]2)=[C:8]([CH2:10][N:11]([CH3:58])[C:12]([CH:14]([NH:31][C:32]2[CH:33]=[C:34]3[C:39](=[CH:40][CH:41]=2)[C:38]([N:42]([C:50]([O:52][C:53]([CH3:54])([CH3:55])[CH3:56])=[O:51])[C:43]([O:45][C:46]([CH3:48])([CH3:49])[CH3:47])=[O:44])=[N:37][CH:36]=[C:35]3[F:57])[C:15]2[CH:16]=[C:17]([CH3:30])[C:18]([CH2:22][CH:23]([OH:29])[CH2:24][C:25]([OH:27])=[O:26])=[C:19]([CH3:21])[CH:20]=2)=[O:13])[CH:9]=1, predict the reactants needed to synthesize it. The reactants are: [Li+].[OH-].[NH2:3][C:4]1[CH:5]=[CH:6][C:7]([S:59][CH:60]2[CH2:62][CH2:61]2)=[C:8]([CH2:10][N:11]([CH3:58])[C:12]([CH:14]([NH:31][C:32]2[CH:33]=[C:34]3[C:39](=[CH:40][CH:41]=2)[C:38]([N:42]([C:50]([O:52][C:53]([CH3:56])([CH3:55])[CH3:54])=[O:51])[C:43]([O:45][C:46]([CH3:49])([CH3:48])[CH3:47])=[O:44])=[N:37][CH:36]=[C:35]3[F:57])[C:15]2[CH:20]=[C:19]([CH3:21])[C:18]([CH2:22][CH:23]([OH:29])[CH2:24][C:25]([O:27]C)=[O:26])=[C:17]([CH3:30])[CH:16]=2)=[O:13])[CH:9]=1.Cl. (3) The reactants are: [CH3:1][S:2]([O:5][C:6]1[CH:11]=[CH:10][C:9]([CH2:12][CH2:13][CH2:14]CS([O-])(=O)=O)=[CH:8][CH:7]=1)(=[O:4])=[O:3].[CH2:20]([O:22][C:23](=[O:36])[CH:24]([O:33][CH2:34][CH3:35])[CH2:25][C:26]1[CH:31]=[CH:30][CH:29]=[C:28]([OH:32])[CH:27]=1)[CH3:21].C(=O)([O-])[O-].[K+].[K+]. Given the product [CH2:20]([O:22][C:23](=[O:36])[CH:24]([O:33][CH2:34][CH3:35])[CH2:25][C:26]1[CH:31]=[CH:30][CH:29]=[C:28]([O:32][CH2:14][CH2:13][CH2:12][C:9]2[CH:8]=[CH:7][C:6]([O:5][S:2]([CH3:1])(=[O:3])=[O:4])=[CH:11][CH:10]=2)[CH:27]=1)[CH3:21], predict the reactants needed to synthesize it.